This data is from NCI-60 drug combinations with 297,098 pairs across 59 cell lines. The task is: Regression. Given two drug SMILES strings and cell line genomic features, predict the synergy score measuring deviation from expected non-interaction effect. (1) Drug 1: C1CC(=O)NC(=O)C1N2C(=O)C3=CC=CC=C3C2=O. Synergy scores: CSS=2.76, Synergy_ZIP=-2.21, Synergy_Bliss=-4.53, Synergy_Loewe=-1.09, Synergy_HSA=-4.04. Drug 2: COC1=C2C(=CC3=C1OC=C3)C=CC(=O)O2. Cell line: A498. (2) Drug 1: C1C(C(OC1N2C=NC(=NC2=O)N)CO)O. Drug 2: C(CCl)NC(=O)N(CCCl)N=O. Cell line: UACC62. Synergy scores: CSS=4.21, Synergy_ZIP=-3.49, Synergy_Bliss=-2.64, Synergy_Loewe=-3.81, Synergy_HSA=-3.63. (3) Synergy scores: CSS=33.4, Synergy_ZIP=-2.06, Synergy_Bliss=1.28, Synergy_Loewe=-30.0, Synergy_HSA=2.30. Cell line: HCT-15. Drug 2: CC1=C(C(=O)C2=C(C1=O)N3CC4C(C3(C2COC(=O)N)OC)N4)N. Drug 1: CS(=O)(=O)C1=CC(=C(C=C1)C(=O)NC2=CC(=C(C=C2)Cl)C3=CC=CC=N3)Cl. (4) Drug 1: C(=O)(N)NO. Drug 2: C#CCC(CC1=CN=C2C(=N1)C(=NC(=N2)N)N)C3=CC=C(C=C3)C(=O)NC(CCC(=O)O)C(=O)O. Cell line: SNB-19. Synergy scores: CSS=-0.419, Synergy_ZIP=3.17, Synergy_Bliss=2.62, Synergy_Loewe=3.84, Synergy_HSA=-1.07.